From a dataset of Reaction yield outcomes from USPTO patents with 853,638 reactions. Predict the reaction yield, written as a fraction of the theoretical maximum amount of product (1.0 means a 100% yield; for example, 0.34 means a 34% yield). (1) The reactants are CCN(C(C)C)C(C)C.[CH2:10]([O:17][C:18]1[CH:30]=[CH:29][C:21]([C:22]([NH:24][CH2:25][C:26]([OH:28])=O)=[O:23])=[CH:20][CH:19]=1)[C:11]1[CH:16]=[CH:15][CH:14]=[CH:13][CH:12]=1.C1C=CC2N(O)N=NC=2C=1.CCN=C=NCCCN(C)C.Cl.Cl.[N:54]1([C:60]([C:62]2[CH:67]=[CH:66][CH:65]=[CH:64][C:63]=2[C:68]([F:71])([F:70])[F:69])=[O:61])[CH2:59][CH2:58][NH:57][CH2:56][CH2:55]1. The catalyst is CN(C=O)C.O. The product is [CH2:10]([O:17][C:18]1[CH:19]=[CH:20][C:21]([C:22]([NH:24][CH2:25][C:26](=[O:28])[N:57]2[CH2:58][CH2:59][N:54]([C:60](=[O:61])[C:62]3[CH:67]=[CH:66][CH:65]=[CH:64][C:63]=3[C:68]([F:71])([F:69])[F:70])[CH2:55][CH2:56]2)=[O:23])=[CH:29][CH:30]=1)[C:11]1[CH:12]=[CH:13][CH:14]=[CH:15][CH:16]=1. The yield is 0.990. (2) The reactants are Br[CH2:2][C:3]([C:5]1[C:10]([CH3:11])=[CH:9][C:8]([O:12][C:13]2[CH:18]=[CH:17][C:16]([O:19][CH3:20])=[CH:15][CH:14]=2)=[CH:7][C:6]=1[CH3:21])=O.[NH2:22][C:23]([NH2:25])=[S:24]. The catalyst is CCO. The product is [CH3:20][O:19][C:16]1[CH:17]=[CH:18][C:13]([O:12][C:8]2[CH:9]=[C:10]([CH3:11])[C:5]([C:3]3[N:22]=[C:23]([NH2:25])[S:24][CH:2]=3)=[C:6]([CH3:21])[CH:7]=2)=[CH:14][CH:15]=1. The yield is 0.680. (3) The reactants are C(Cl)(=O)C(Cl)=O.CS(C)=O.[C:11]([O:15][C:16]([N:18]1[CH2:22][CH2:21][CH:20]([O:23][Si:24]([C:27]([CH3:30])([CH3:29])[CH3:28])([CH3:26])[CH3:25])[CH:19]1[CH2:31][OH:32])=[O:17])([CH3:14])([CH3:13])[CH3:12]. The yield is 1.00. The catalyst is C(Cl)Cl.Cl. The product is [C:11]([O:15][C:16]([N:18]1[CH2:22][CH2:21][CH:20]([O:23][Si:24]([C:27]([CH3:30])([CH3:29])[CH3:28])([CH3:26])[CH3:25])[CH:19]1[CH:31]=[O:32])=[O:17])([CH3:14])([CH3:13])[CH3:12]. (4) The reactants are [NH2:1][C:2]1[CH:10]=[C:9]([O:11][CH3:12])[CH:8]=[C:7]([O:13][CH3:14])[C:3]=1[C:4]([NH2:6])=[O:5].[CH3:15][C:16]1[CH:17]=[C:18]([CH:21]=[C:22]([CH3:32])[C:23]=1[O:24][CH2:25][C:26]1[CH:31]=[CH:30][CH:29]=[CH:28][CH:27]=1)[CH:19]=O.S([O-])(O)=O.[Na+].C1(C)C=CC(S(O)(=O)=O)=CC=1. The catalyst is CN(C)C(=O)C.O. The product is [CH2:25]([O:24][C:23]1[C:16]([CH3:15])=[CH:17][C:18]([C:19]2[NH:6][C:4](=[O:5])[C:3]3[C:2](=[CH:10][C:9]([O:11][CH3:12])=[CH:8][C:7]=3[O:13][CH3:14])[N:1]=2)=[CH:21][C:22]=1[CH3:32])[C:26]1[CH:27]=[CH:28][CH:29]=[CH:30][CH:31]=1. The yield is 0.790. (5) The reactants are [C:1]1([CH3:11])[CH:6]=[CH:5][C:4]([S:7]([OH:10])(=[O:9])=[O:8])=[CH:3][CH:2]=1.[C:12]([N:15]1[CH2:20][CH2:19][N:18]([CH2:21][CH2:22][O:23][C:24]2[CH:29]=[CH:28][C:27]([CH:30]3[CH2:35][CH2:34][N:33]([C:36]4[CH2:37][CH2:38][C:39]5[N:40]([C:42]([C:45]([F:48])([F:47])[F:46])=[N:43][N:44]=5)[N:41]=4)[CH2:32][CH2:31]3)=[CH:26][CH:25]=2)[CH2:17][CH2:16]1)(=[O:14])[CH3:13].C(OC(=O)C)C. The catalyst is CO. The product is [S:7]([C:4]1[CH:5]=[CH:6][C:1]([CH3:11])=[CH:2][CH:3]=1)([OH:10])(=[O:9])=[O:8].[S:7]([C:4]1[CH:5]=[CH:6][C:1]([CH3:11])=[CH:2][CH:3]=1)([OH:10])(=[O:9])=[O:8].[C:12]([N:15]1[CH2:16][CH2:17][N:18]([CH2:21][CH2:22][O:23][C:24]2[CH:25]=[CH:26][C:27]([CH:30]3[CH2:31][CH2:32][N:33]([C:36]4[CH2:37][CH2:38][C:39]5[N:40]([C:42]([C:45]([F:46])([F:47])[F:48])=[N:43][N:44]=5)[N:41]=4)[CH2:34][CH2:35]3)=[CH:28][CH:29]=2)[CH2:19][CH2:20]1)(=[O:14])[CH3:13]. The yield is 0.670. (6) The reactants are [Br:1][C:2]1[CH:3]=[N:4][C:5]2[N:6]([N:8]=[C:9]([C:11]([OH:13])=O)[CH:10]=2)[CH:7]=1.[CH3:14][CH:15]1[C:24]2[C:19](=[CH:20][CH:21]=[C:22]([CH3:25])[CH:23]=2)[CH2:18][CH2:17][NH:16]1. No catalyst specified. The product is [Br:1][C:2]1[CH:3]=[N:4][C:5]2[N:6]([N:8]=[C:9]([C:11]([N:16]3[CH2:17][CH2:18][C:19]4[C:24](=[CH:23][C:22]([CH3:25])=[CH:21][CH:20]=4)[CH:15]3[CH3:14])=[O:13])[CH:10]=2)[CH:7]=1. The yield is 0.550. (7) The reactants are [S:1]1[CH:5]=[C:4]([CH:6]=O)[C:3]2[CH:8]=[CH:9][CH:10]=[CH:11][C:2]1=2.[CH3:12][O:13][C:14]1[CH:15]=[C:16]([CH:20]=[CH:21][C:22]=1[O:23][CH3:24])[CH2:17][C:18]#[N:19]. No catalyst specified. The product is [S:1]1[CH:5]=[C:4](/[CH:6]=[C:17](/[C:16]2[CH:20]=[CH:21][C:22]([O:23][CH3:24])=[C:14]([O:13][CH3:12])[CH:15]=2)\[C:18]#[N:19])[C:3]2[CH:8]=[CH:9][CH:10]=[CH:11][C:2]1=2. The yield is 0.920.